This data is from Forward reaction prediction with 1.9M reactions from USPTO patents (1976-2016). The task is: Predict the product of the given reaction. (1) The product is: [Cl:50][C:4]1[CH:5]=[CH:6][C:1]([N:7]2[C:36](=[O:38])[C:25]3[S:26][CH:27]=[C:28]([C:29]4[CH:30]=[C:31]([CH3:35])[CH:32]=[CH:33][CH:34]=4)[C:24]=3[N:23]=[CH:12]2)=[CH:2][CH:3]=1. Given the reactants [C:1]1([N:7]2[C:12](=O)C3SC=C(C4C=CC=CC=4)C=3N=C2)[CH:6]=[CH:5][CH:4]=[CH:3][CH:2]=1.[NH2:23][C:24]1[C:28]([C:29]2[CH:30]=[C:31]([CH3:35])[CH:32]=[CH:33][CH:34]=2)=[CH:27][S:26][C:25]=1[C:36]([O:38]C)=O.C(OCC)(OCC)OCC.[Cl:50]C1C=CC(N)=CC=1, predict the reaction product. (2) Given the reactants [CH3:1][C:2]([CH3:9])([CH2:6][CH2:7][CH3:8])[C:3]([OH:5])=O.[CH:10]1([CH2:13][CH2:14][NH:15][C:16]([C:18]2[N:19]=[N:20][C:21]([N:24]3[CH2:29][CH2:28][NH:27][CH2:26][CH2:25]3)=[CH:22][CH:23]=2)=[O:17])[CH2:12][CH2:11]1, predict the reaction product. The product is: [CH:10]1([CH2:13][CH2:14][NH:15][C:16]([C:18]2[N:19]=[N:20][C:21]([N:24]3[CH2:29][CH2:28][N:27]([C:3](=[O:5])[C:2]([CH3:1])([CH3:9])[CH2:6][CH2:7][CH3:8])[CH2:26][CH2:25]3)=[CH:22][CH:23]=2)=[O:17])[CH2:12][CH2:11]1. (3) Given the reactants [NH2:1][C@H:2]([CH2:22][C:23]1[CH:28]=[CH:27][C:26]([C:29]2[CH:34]=[CH:33][CH:32]=[CH:31][N:30]=2)=[CH:25][CH:24]=1)[CH2:3][C@H:4]([OH:21])[C@@H:5]([NH:13][C:14](=[O:20])[O:15][C:16]([CH3:19])([CH3:18])[CH3:17])[CH2:6][C:7]1[CH:12]=[CH:11][CH:10]=[CH:9][CH:8]=1.[CH3:35][O:36][C:37]([NH:39][C@@H:40]([C:44]([CH3:47])([CH3:46])[CH3:45])[C:41](O)=[O:42])=[O:38].CCOP(ON1N=NC2C=CC=CC=2C1=O)(OCC)=O.C(N(CC)C(C)C)(C)C, predict the reaction product. The product is: [CH2:6]([C@H:5]([NH:13][C:14](=[O:20])[O:15][C:16]([CH3:17])([CH3:18])[CH3:19])[C@H:4]([OH:21])[CH2:3][C@H:2]([NH:1][C:41](=[O:42])[C@@H:40]([NH:39][C:37]([O:36][CH3:35])=[O:38])[C:44]([CH3:47])([CH3:46])[CH3:45])[CH2:22][C:23]1[CH:28]=[CH:27][C:26]([C:29]2[CH:34]=[CH:33][CH:32]=[CH:31][N:30]=2)=[CH:25][CH:24]=1)[C:7]1[CH:8]=[CH:9][CH:10]=[CH:11][CH:12]=1. (4) The product is: [CH3:20][O:19][C:17](=[O:18])[NH:5][C:4]1[CH:6]=[C:7]([I:9])[CH:8]=[C:2]([Br:1])[CH:3]=1. Given the reactants [Br:1][C:2]1[CH:3]=[C:4]([CH:6]=[C:7]([I:9])[CH:8]=1)[NH2:5].N1C=CC=CC=1.Cl[C:17]([O:19][CH3:20])=[O:18], predict the reaction product. (5) Given the reactants Br[CH2:2][CH:3]([C:5]1[N:10]=[CH:9][C:8]([C:11]#[N:12])=[C:7]([O:13][CH3:14])[CH:6]=1)[OH:4].C(=O)([O-])[O-].[Na+].[Na+], predict the reaction product. The product is: [CH3:14][O:13][C:7]1[CH:6]=[C:5]([CH:3]2[CH2:2][O:4]2)[N:10]=[CH:9][C:8]=1[C:11]#[N:12]. (6) Given the reactants [NH2:1][C:2](=[N:36][C:37](=[O:44])[C:38]1[CH:43]=[CH:42][CH:41]=[CH:40][CH:39]=1)[C:3]1[CH:8]=[CH:7][C:6]([NH:9][CH:10]([C:23]2[CH:28]=[C:27]([O:29][CH3:30])[CH:26]=[C:25]([O:31][CH2:32][CH2:33][OH:34])[C:24]=2[F:35])[C:11]2[NH:15][C:14](=[O:16])[N:13]([C:17]3[N:22]=[CH:21][CH:20]=[CH:19][N:18]=3)[N:12]=2)=[CH:5][CH:4]=1.CN(C=O)C.C(=O)([O-])O.[K+].Cl[CH2:56][O:57][C:58](=[O:67])[C:59]([CH3:66])([CH3:65])[CH2:60][O:61][CH2:62][O:63][CH3:64], predict the reaction product. The product is: [NH2:1][C:2](=[N:36][C:37](=[O:44])[C:38]1[CH:39]=[CH:40][CH:41]=[CH:42][CH:43]=1)[C:3]1[CH:8]=[CH:7][C:6]([NH:9][CH:10]([C:23]2[CH:28]=[C:27]([O:29][CH3:30])[CH:26]=[C:25]([O:31][CH2:32][CH2:33][OH:34])[C:24]=2[F:35])[C:11]2[N:15]=[C:14]([O:16][CH2:56][O:57][C:58](=[O:67])[C:59]([CH3:65])([CH3:66])[CH2:60][O:61][CH2:62][O:63][CH3:64])[N:13]([C:17]3[N:18]=[CH:19][CH:20]=[CH:21][N:22]=3)[N:12]=2)=[CH:5][CH:4]=1. (7) Given the reactants [CH2:1]([O:8][C:9]([N:11]1[CH2:15][C@H:14]([O:16][CH3:17])[CH2:13][C@@H:12]1[CH2:18][C:19]#N)=[O:10])[C:2]1[CH:7]=[CH:6][CH:5]=[CH:4][CH:3]=1.Br[CH2:22][C:23]([O:25][CH2:26][CH3:27])=[O:24].[O:28]1CCCC1, predict the reaction product. The product is: [CH2:1]([O:8][C:9]([N:11]1[CH2:15][C@H:14]([O:16][CH3:17])[CH2:13][C@H:12]1[CH2:18][C:19](=[O:28])[CH2:22][C:23]([O:25][CH2:26][CH3:27])=[O:24])=[O:10])[C:2]1[CH:7]=[CH:6][CH:5]=[CH:4][CH:3]=1.